Dataset: Full USPTO retrosynthesis dataset with 1.9M reactions from patents (1976-2016). Task: Predict the reactants needed to synthesize the given product. (1) Given the product [CH2:38]([O:37][C:32]1[CH:33]=[CH:34][CH:35]=[CH:36][C:31]=1[NH2:30])[C:39]1[CH:40]=[CH:41][CH:42]=[CH:43][CH:44]=1, predict the reactants needed to synthesize it. The reactants are: [F-].C([N+](CCCC)(CCCC)CCCC)CCC.O1CCCC1.C[Si](C)(C)CCOC(=O)[NH:30][C:31]1[CH:36]=[CH:35][CH:34]=[CH:33][C:32]=1[O:37][CH2:38][C:39]1[CH:44]=[CH:43][CH:42]=[CH:41][CH:40]=1. (2) Given the product [CH3:40][O:39][C@@H:23]([CH2:24][C:25]1[CH:30]=[CH:29][C:28]([C:4]#[C:3][CH2:2][CH2:1][O:5][C:6]2[CH:11]=[CH:10][C:9]([O:12][C:13]3[CH:18]=[CH:17][CH:16]=[CH:15][CH:14]=3)=[CH:8][CH:7]=2)=[CH:27][CH:26]=1)[C:22]([OH:41])=[O:21], predict the reactants needed to synthesize it. The reactants are: [CH2:1]([O:5][C:6]1[CH:11]=[CH:10][C:9]([O:12][C:13]2[CH:18]=[CH:17][CH:16]=[CH:15][CH:14]=2)=[CH:8][CH:7]=1)[CH2:2][C:3]#[CH:4].C([O:21][C:22](=[O:41])[C@@H:23]([O:39][CH3:40])[CH2:24][C:25]1[CH:30]=[CH:29][C:28](OS(C(F)(F)F)(=O)=O)=[CH:27][CH:26]=1)C.[O-]S(C(F)(F)F)(=O)=O. (3) Given the product [NH2:1][C:2]1[N:7]=[C:6]([N:8]2[CH2:32][CH2:31][C:11]3([CH2:15][N:14]([C:16]([O:18][CH2:19][C:20]4[CH:25]=[CH:24][CH:23]=[CH:22][CH:21]=4)=[O:17])[C@H:13]([C:26]([O:28][CH2:29][CH3:30])=[O:27])[CH2:12]3)[CH2:10][CH2:9]2)[CH:5]=[C:4]([O:33][C@H:34]([C:39]2[CH:44]=[CH:43][C:42]([C:55]3[CH:56]=[CH:57][C:58]([CH3:59])=[C:53]([CH3:52])[CH:54]=3)=[CH:41][C:40]=2[N:46]2[CH:50]=[CH:49][C:48]([CH3:51])=[N:47]2)[C:35]([F:38])([F:37])[F:36])[N:3]=1, predict the reactants needed to synthesize it. The reactants are: [NH2:1][C:2]1[N:7]=[C:6]([N:8]2[CH2:32][CH2:31][C:11]3([CH2:15][N:14]([C:16]([O:18][CH2:19][C:20]4[CH:25]=[CH:24][CH:23]=[CH:22][CH:21]=4)=[O:17])[C@H:13]([C:26]([O:28][CH2:29][CH3:30])=[O:27])[CH2:12]3)[CH2:10][CH2:9]2)[CH:5]=[C:4]([O:33][C@H:34]([C:39]2[CH:44]=[CH:43][C:42](Br)=[CH:41][C:40]=2[N:46]2[CH:50]=[CH:49][C:48]([CH3:51])=[N:47]2)[C:35]([F:38])([F:37])[F:36])[N:3]=1.[CH3:52][C:53]1[CH:54]=[C:55](B(O)O)[CH:56]=[CH:57][C:58]=1[CH3:59].C([O-])([O-])=O.[Cs+].[Cs+]. (4) Given the product [CH2:1]([C:13]1([OH:20])[C:12]2[C:16](=[CH:17][CH:18]=[C:10]([Cl:9])[CH:11]=2)[NH:15][C:14]1=[O:19])[C:2]1[CH:7]=[CH:6][CH:5]=[CH:4][CH:3]=1, predict the reactants needed to synthesize it. The reactants are: [CH2:1](Br)[C:2]1[CH:7]=[CH:6][CH:5]=[CH:4][CH:3]=1.[Cl:9][C:10]1[CH:11]=[C:12]2[C:16](=[CH:17][CH:18]=1)[NH:15][C:14](=[O:19])[C:13]2=[O:20]. (5) Given the product [OH:25][CH2:26][C@@H:22]([NH:23][C:29](=[O:30])[O:31][CH2:32][C:33]1[CH:34]=[CH:35][CH:36]=[CH:37][CH:38]=1)[C:19]1([OH:18])[CH2:21][CH2:20]1, predict the reactants needed to synthesize it. The reactants are: C1(C)C=CC(S([O-])(=O)=O)=CC=1.[NH+]1C=CC=CC=1.[OH:18][C:19]1([C@H:22]2[CH2:26][O:25]C(C)(C)[N:23]2[C:29]([O:31][CH2:32][C:33]2[CH:38]=[CH:37][CH:36]=[CH:35][CH:34]=2)=[O:30])[CH2:21][CH2:20]1. (6) Given the product [CH3:1][O:2][C:3](=[O:22])[C:4]1[CH:9]=[CH:8][CH:7]=[C:6]([S:10][C:11]2[C:19]3[C:14](=[CH:15][C:16]([Cl:20])=[CH:17][CH:18]=3)[N:13]([C:24]3[CH:29]=[CH:28][CH:27]=[C:26]([Cl:30])[CH:25]=3)[C:12]=2[CH3:21])[CH:5]=1, predict the reactants needed to synthesize it. The reactants are: [CH3:1][O:2][C:3](=[O:22])[C:4]1[CH:9]=[CH:8][CH:7]=[C:6]([S:10][C:11]2[C:19]3[C:14](=[CH:15][C:16]([Cl:20])=[CH:17][CH:18]=3)[NH:13][C:12]=2[CH3:21])[CH:5]=1.Br[C:24]1[CH:29]=[CH:28][CH:27]=[C:26]([Cl:30])[CH:25]=1.